Dataset: Full USPTO retrosynthesis dataset with 1.9M reactions from patents (1976-2016). Task: Predict the reactants needed to synthesize the given product. (1) Given the product [C:40]([CH2:39][CH2:38][C:10]1[C:11]([CH2:15][CH2:16][CH2:17][CH2:18][CH2:19][CH2:20][O:21][C:22]2[CH:23]=[C:24]([C:31]3[CH:32]=[CH:33][C:34]([F:37])=[CH:35][CH:36]=3)[CH:25]=[C:26]([O:28][CH2:29][CH3:30])[CH:27]=2)=[CH:12][CH:13]=[CH:14][C:9]=1[O:8][CH2:7][CH2:6][CH2:5][C:4]([OH:45])=[O:3])([OH:42])=[O:41], predict the reactants needed to synthesize it. The reactants are: C([O:3][C:4](=[O:45])[CH2:5][CH2:6][CH2:7][O:8][C:9]1[CH:14]=[CH:13][CH:12]=[C:11]([CH2:15][CH2:16][CH2:17][CH2:18][CH2:19][CH2:20][O:21][C:22]2[CH:23]=[C:24]([C:31]3[CH:36]=[CH:35][C:34]([F:37])=[CH:33][CH:32]=3)[CH:25]=[C:26]([O:28][CH2:29][CH3:30])[CH:27]=2)[C:10]=1[CH2:38][CH2:39][C:40]([O:42]CC)=[O:41])C.[OH-].[Na+]. (2) Given the product [C:1]([O:5][C:6]([NH:8][CH2:9][C@H:10]1[CH2:11][CH2:12][C@H:13]([C:16]([NH:18][C@@H:19]([CH2:36][C:37]2[CH:42]=[CH:41][C:40]([C:43]3[CH:48]=[CH:47][C:46]([C:49](=[O:54])[NH:50][CH:51]([CH3:52])[CH3:53])=[CH:45][C:44]=3[CH3:55])=[CH:39][CH:38]=2)[C:20]([NH:22][C:23]2[CH:24]=[C:25]([C:32]([OH:34])=[O:33])[C:26]3[CH:27]=[N:28][NH:29][C:30]=3[CH:31]=2)=[O:21])=[O:17])[CH2:14][CH2:15]1)=[O:7])([CH3:2])([CH3:3])[CH3:4], predict the reactants needed to synthesize it. The reactants are: [C:1]([O:5][C:6]([NH:8][CH2:9][C@H:10]1[CH2:15][CH2:14][C@H:13]([C:16]([NH:18][C@@H:19]([CH2:36][C:37]2[CH:42]=[CH:41][C:40]([C:43]3[CH:48]=[CH:47][C:46]([C:49](=[O:54])[NH:50][CH:51]([CH3:53])[CH3:52])=[CH:45][C:44]=3[CH3:55])=[CH:39][CH:38]=2)[C:20]([NH:22][C:23]2[CH:24]=[C:25]([C:32]([O:34]C)=[O:33])[C:26]3[CH:27]=[N:28][NH:29][C:30]=3[CH:31]=2)=[O:21])=[O:17])[CH2:12][CH2:11]1)=[O:7])([CH3:4])([CH3:3])[CH3:2].O.[OH-].[Li+].Cl. (3) Given the product [CH2:37]([CH:5]([C:4]1[C:3]([O:2][CH3:1])=[N:12][C:11]([CH3:13])=[CH:10][CH:9]=1)[OH:7])[CH3:38], predict the reactants needed to synthesize it. The reactants are: [CH3:1][O:2][C:3]1[N:12]=[C:11]([CH3:13])[CH:10]=[CH:9][C:4]=1[C:5]([O:7]C)=O.[H-].[Al+3].[Li+].[H-].[H-].[H-].O.O.O.O.O.O.O.O.O.O.S([O-])([O-])(=O)=O.[Na+].[Na+].[CH2:37]1COC[CH2:38]1.